From a dataset of Reaction yield outcomes from USPTO patents with 853,638 reactions. Predict the reaction yield, written as a fraction of the theoretical maximum amount of product (1.0 means a 100% yield; for example, 0.34 means a 34% yield). (1) The reactants are [OH-].[Na+].[N+:3]([CH2:6][CH2:7][CH2:8][CH2:9][CH2:10][CH2:11][CH2:12][CH2:13][CH2:14][CH2:15][CH2:16][CH2:17][CH2:18][CH2:19][CH2:20][CH2:21][CH2:22][CH3:23])([O-:5])=[O:4].[C:24]([O:28][CH3:29])(=[O:27])[CH:25]=[CH2:26]. The catalyst is [N+](CCCC)(CCCC)(CCCC)CCCC.[I-].O.C(Cl)Cl. The product is [N+:3]([CH:6]([CH2:7][CH2:8][CH2:9][CH2:10][CH2:11][CH2:12][CH2:13][CH2:14][CH2:15][CH2:16][CH2:17][CH2:18][CH2:19][CH2:20][CH2:21][CH2:22][CH3:23])[CH2:26][CH2:25][C:24]([O:28][CH3:29])=[O:27])([O-:5])=[O:4]. The yield is 0.760. (2) The reactants are [CH2:1]([NH:13][C:14]1[CH:19]=[CH:18][CH:17]=[CH:16][C:15]=1B1OC(C)(C)C(C)(C)O1)[CH2:2][CH2:3][CH2:4][CH2:5][CH2:6][CH2:7][CH2:8][CH2:9][CH2:10][CH2:11][CH3:12].Br[C:30]1[CH:31]=[CH:32][C:33]2[C:37]3[CH:38]=[CH:39][C:40](Br)=[CH:41][C:36]=3[S:35][C:34]=2[CH:43]=1.[O-]P([O-])([O-])=O.[K+].[K+].[K+].O. The catalyst is O1CCOCC1.C1C=CC(P(C2C=CC=CC=2)[C-]2C=CC=C2)=CC=1.C1C=CC(P(C2C=CC=CC=2)[C-]2C=CC=C2)=CC=1.Cl[Pd]Cl.[Fe+2]. The product is [CH:32]1[C:33]2[C:37]3[CH:38]=[CH:39][C:40]([C:15]4[CH:16]=[CH:17][CH:18]=[CH:19][C:14]=4[NH:13][CH2:1][CH2:2][CH2:3][CH2:4][CH2:5][CH2:6][CH2:7][CH2:8][CH2:9][CH2:10][CH2:11][CH3:12])=[CH:41][C:36]=3[S:35][C:34]=2[CH:43]=[C:30]([C:15]2[CH:16]=[CH:17][CH:18]=[CH:19][C:14]=2[NH:13][CH2:1][CH2:2][CH2:3][CH2:4][CH2:5][CH2:6][CH2:7][CH2:8][CH2:9][CH2:10][CH2:11][CH3:12])[CH:31]=1. The yield is 0.550.